From a dataset of Reaction yield outcomes from USPTO patents with 853,638 reactions. Predict the reaction yield, written as a fraction of the theoretical maximum amount of product (1.0 means a 100% yield; for example, 0.34 means a 34% yield). (1) The reactants are [CH:1]1([N:4]2[CH:8]=[N:7][N:6]=[C:5]2[C:9]2[CH:14]=[CH:13][N:12]=[CH:11][CH:10]=2)[CH2:3][CH2:2]1.[CH2:15]=[O:16]. No catalyst specified. The product is [CH:1]1([N:4]2[C:5]([C:9]3[CH:10]=[CH:11][N:12]=[CH:13][CH:14]=3)=[N:6][N:7]=[C:8]2[CH2:15][OH:16])[CH2:3][CH2:2]1. The yield is 0.850. (2) The reactants are [Cl:1][C:2]1[CH:10]=[CH:9][C:8]2[NH:7][C:6]3[CH2:11][CH2:12][N:13]([CH3:15])[CH2:14][C:5]=3[C:4]=2[CH:3]=1.[OH-].[K+].BrC[CH2:20][C:21]1[CH:26]=[CH:25][CH:24]=[CH:23][N:22]=1. The catalyst is CN1CCCC1=O.O. The product is [Cl:1][C:2]1[CH:10]=[CH:9][C:8]2[N:7]([CH2:20][CH2:21][N:22]3[CH:26]=[CH:25][CH:24]=[CH:23]3)[C:6]3[CH2:11][CH2:12][N:13]([CH3:15])[CH2:14][C:5]=3[C:4]=2[CH:3]=1. The yield is 0.0700.